Predict the reaction yield, written as a fraction of the theoretical maximum amount of product (1.0 means a 100% yield; for example, 0.34 means a 34% yield). From a dataset of Reaction yield outcomes from USPTO patents with 853,638 reactions. (1) The reactants are Br[C:2]1[CH:3]=[C:4]([CH:10]=[CH:11][CH:12]=1)[C:5]([O:7][CH2:8][CH3:9])=[O:6].[CH3:13][C:14]([CH3:18])([CH3:17])[C:15]#[CH:16].C(N(CC)CC)C. The catalyst is C(#N)C.CCOC(C)=O.C1C=CC([P]([Pd]([P](C2C=CC=CC=2)(C2C=CC=CC=2)C2C=CC=CC=2)([P](C2C=CC=CC=2)(C2C=CC=CC=2)C2C=CC=CC=2)[P](C2C=CC=CC=2)(C2C=CC=CC=2)C2C=CC=CC=2)(C2C=CC=CC=2)C2C=CC=CC=2)=CC=1.[Cu]I. The product is [CH3:13][C:14]([CH3:18])([CH3:17])[C:15]#[C:16][C:2]1[CH:3]=[C:4]([CH:10]=[CH:11][CH:12]=1)[C:5]([O:7][CH2:8][CH3:9])=[O:6]. The yield is 0.910. (2) The product is [CH2:32]([N:25]1[C:24]2[CH:34]=[C:20]([C:11]3[CH:10]=[C:9]([CH:8]=[CH:7][C:6]([OH:36])=[O:5])[CH:14]=[CH:13][C:12]=3[O:15][C:16]([F:19])([F:17])[F:18])[C:21]([CH3:35])=[CH:22][C:23]=2[O:28][C:27]([CH3:30])([CH3:29])[C:26]1=[O:31])[CH3:33]. The catalyst is ClCCl.FC(F)(F)C(O)=O. The reactants are C([O:5][C:6](=[O:36])[CH:7]=[CH:8][C:9]1[CH:14]=[CH:13][C:12]([O:15][C:16]([F:19])([F:18])[F:17])=[C:11]([C:20]2[C:21]([CH3:35])=[CH:22][C:23]3[O:28][C:27]([CH3:30])([CH3:29])[C:26](=[O:31])[N:25]([CH2:32][CH3:33])[C:24]=3[CH:34]=2)[CH:10]=1)(C)(C)C. The yield is 1.00. (3) The reactants are [Cl:1][C:2]1[CH:3]=[C:4]([CH:22]=[C:23]([C:25]([F:28])([F:27])[F:26])[CH:24]=1)[CH2:5][O:6][C:7]([N:9]1[CH2:15][CH2:14][CH2:13][N:12]2[N:16]=[C:17]([C:19]([OH:21])=O)[CH:18]=[C:11]2[CH2:10]1)=[O:8].[CH3:29][CH:30]1[CH2:35][O:34][CH2:33][CH2:32][NH:31]1.[C:36](#N)C. No catalyst specified. The product is [CH3:29][CH:30]1[N:31]([CH2:36][C:19]([C:17]2[CH:18]=[C:11]3[CH2:10][N:9]([C:7]([O:6][CH2:5][C:4]4[CH:22]=[C:23]([C:25]([F:28])([F:26])[F:27])[CH:24]=[C:2]([Cl:1])[CH:3]=4)=[O:8])[CH2:15][CH2:14][CH2:13][N:12]3[N:16]=2)=[O:21])[CH2:32][CH2:33][O:34][CH2:35]1. The yield is 0.550. (4) The reactants are [F:1][C:2]1[CH:7]=[CH:6][C:5]([F:8])=[CH:4][C:3]=1[C@H:9]1[CH2:13][CH2:12][CH2:11][N:10]1[C:14]1[CH:19]=[CH:18][N:17]2[N:20]=[CH:21][C:22]([NH2:23])=[C:16]2[N:15]=1.[N:24]1[CH:29]=[CH:28][CH:27]=[N:26][C:25]=1[C:30](O)=[O:31].CN(C(ON1N=NC2C=CC=NC1=2)=[N+](C)C)C.F[P-](F)(F)(F)(F)F.CCN(C(C)C)C(C)C. The catalyst is CS(C)=O.CCOC(C)=O.CN(C=O)C. The product is [F:1][C:2]1[CH:7]=[CH:6][C:5]([F:8])=[CH:4][C:3]=1[C@H:9]1[CH2:13][CH2:12][CH2:11][N:10]1[C:14]1[CH:19]=[CH:18][N:17]2[N:20]=[CH:21][C:22]([NH:23][C:30]([C:25]3[N:26]=[CH:27][CH:28]=[CH:29][N:24]=3)=[O:31])=[C:16]2[N:15]=1. The yield is 0.0900.